Dataset: Reaction yield outcomes from USPTO patents with 853,638 reactions. Task: Predict the reaction yield, written as a fraction of the theoretical maximum amount of product (1.0 means a 100% yield; for example, 0.34 means a 34% yield). (1) The reactants are Cl.Cl[CH2:3][C:4]1[N:8]([CH2:9][CH:10]([CH3:12])[CH3:11])[CH:7]=[N:6][CH:5]=1.[CH3:13][C:14]1[N:19]=[C:18]([SH:20])[N:17]=[C:16]([OH:21])[CH:15]=1.C(=O)([O-])[O-].[K+].[K+]. No catalyst specified. The product is [CH3:13][C:14]1[N:19]=[C:18]([S:20][CH2:3][C:4]2[N:8]([CH2:9][CH:10]([CH3:12])[CH3:11])[CH:7]=[N:6][CH:5]=2)[N:17]=[C:16]([OH:21])[CH:15]=1. The yield is 0.820. (2) The reactants are [Cl:1][C:2]1[CH:22]=[C:21]([Cl:23])[CH:20]=[CH:19][C:3]=1[CH2:4][N:5]1[C:9](/[CH:10]=[CH:11]/[C:12]([OH:14])=O)=[CH:8][C:7]([O:15][CH:16]([CH3:18])[CH3:17])=[N:6]1.[CH2:24]([S:29]([NH2:32])(=[O:31])=[O:30])[CH2:25][CH2:26][CH2:27][CH3:28].N12CCCN=C1CCCCC2. The catalyst is O1CCCC1. The product is [Cl:1][C:2]1[CH:22]=[C:21]([Cl:23])[CH:20]=[CH:19][C:3]=1[CH2:4][N:5]1[C:9](/[CH:10]=[CH:11]/[C:12]([NH:32][S:29]([CH2:24][CH2:25][CH2:26][CH2:27][CH3:28])(=[O:31])=[O:30])=[O:14])=[CH:8][C:7]([O:15][CH:16]([CH3:18])[CH3:17])=[N:6]1. The yield is 0.320. (3) The reactants are [H-].[Na+].[CH2:3]([OH:10])[C:4]1[CH:9]=[CH:8][CH:7]=[CH:6][CH:5]=1.F[C:12]1[CH:21]=[C:20]([F:22])[CH:19]=[C:18]2[C:13]=1[C:14](=[O:23])[NH:15][CH:16]=[N:17]2. The catalyst is CN(C=O)C. The product is [CH2:3]([O:10][C:12]1[CH:21]=[C:20]([F:22])[CH:19]=[C:18]2[C:13]=1[C:14](=[O:23])[NH:15][CH:16]=[N:17]2)[C:4]1[CH:9]=[CH:8][CH:7]=[CH:6][CH:5]=1. The yield is 0.340. (4) The reactants are CC1(C)C(C)(C)OB([C:9]2[CH:10]=[N:11][N:12](C(OC(C)(C)C)=O)[CH:13]=2)O1.[Br:22][C:23]1[CH:32]=[C:31]2[C:26]([N:27]=[CH:28][C:29](Cl)=[N:30]2)=[CH:25][CH:24]=1.C(Cl)Cl.C(=O)([O-])[O-].[K+].[K+]. The catalyst is C1C=CC(P(C2C=CC=CC=2)[C-]2C=CC=C2)=CC=1.C1C=CC(P(C2C=CC=CC=2)[C-]2C=CC=C2)=CC=1.Cl[Pd]Cl.[Fe+2].O1CCOCC1. The product is [Br:22][C:23]1[CH:32]=[C:31]2[C:26]([N:27]=[CH:28][C:29]([C:9]3[CH:13]=[N:12][NH:11][CH:10]=3)=[N:30]2)=[CH:25][CH:24]=1. The yield is 0.600. (5) The reactants are [Cl:1][C:2]1[CH:3]=[C:4]([NH:8][C:9]2[O:10][CH2:11][C:12](=[O:19])[C:13]=2[C:14]([O:16][CH2:17][CH3:18])=[O:15])[CH:5]=[CH:6][CH:7]=1.[NH:20]1[C:28]2[C:23](=[CH:24][CH:25]=[CH:26][N:27]=2)[C:22]([CH:29]=O)=[CH:21]1.N1CCCCC1. The catalyst is C(O)C. The product is [NH:20]1[C:28]2=[N:27][CH:26]=[CH:25][CH:24]=[C:23]2[C:22]([CH:29]=[C:11]2[O:10][C:9]([NH:8][C:4]3[CH:5]=[CH:6][CH:7]=[C:2]([Cl:1])[CH:3]=3)=[C:13]([C:14]([O:16][CH2:17][CH3:18])=[O:15])[C:12]2=[O:19])=[CH:21]1. The yield is 0.230.